From a dataset of Forward reaction prediction with 1.9M reactions from USPTO patents (1976-2016). Predict the product of the given reaction. (1) Given the reactants [CH3:1][NH:2][C:3]([C:5]1[C:13]2[C:8](=[CH:9][C:10]([O:14]C)=[CH:11][CH:12]=2)[N:7]([CH3:16])[C:6]=1[CH2:17][CH3:18])=[O:4].B(Br)(Br)Br, predict the reaction product. The product is: [CH3:1][NH:2][C:3]([C:5]1[C:13]2[C:8](=[CH:9][C:10]([OH:14])=[CH:11][CH:12]=2)[N:7]([CH3:16])[C:6]=1[CH2:17][CH3:18])=[O:4]. (2) Given the reactants [F:1][CH:2]([F:42])[C:3]1[CH:12]=[C:11]2[C:6]([CH:7]([CH3:35])[CH2:8][CH2:9][N:10]2[C:13]2[C:17]3[CH2:18][N:19](C(OC(C)(C)C)=O)[CH2:20][CH2:21][C:16]=3[N:15]([CH:29]3[CH2:34][CH2:33][O:32][CH2:31][CH2:30]3)[N:14]=2)=[CH:5][C:4]=1[C:36]1[CH:37]=[N:38][N:39]([CH3:41])[CH:40]=1.FC(F)(F)C(O)=O, predict the reaction product. The product is: [F:42][CH:2]([F:1])[C:3]1[CH:12]=[C:11]2[C:6]([CH:7]([CH3:35])[CH2:8][CH2:9][N:10]2[C:13]2[C:17]3[CH2:18][NH:19][CH2:20][CH2:21][C:16]=3[N:15]([CH:29]3[CH2:34][CH2:33][O:32][CH2:31][CH2:30]3)[N:14]=2)=[CH:5][C:4]=1[C:36]1[CH:37]=[N:38][N:39]([CH3:41])[CH:40]=1. (3) Given the reactants Br.Br.[CH3:3][C:4]([NH2:9])([CH3:8])[CH2:5][CH2:6][NH2:7].C[O-].[Na+].[Br:13][C:14]#[N:15], predict the reaction product. The product is: [BrH:13].[CH3:3][C:4]1([CH3:8])[CH2:5][CH2:6][NH:7][C:14]([NH2:15])=[N:9]1. (4) Given the reactants Cl[C:2]1[CH:11]=[CH:10][C:9]2[C:4](=[CH:5][C:6]([C:16]([F:19])([F:18])[F:17])=[CH:7][C:8]=2[C:12]([F:15])([F:14])[F:13])[N:3]=1.[CH3:20][O:21][C:22]1[CH:29]=[CH:28][C:25]([CH2:26][NH2:27])=[CH:24][CH:23]=1.CCN(C(C)C)C(C)C, predict the reaction product. The product is: [CH3:20][O:21][C:22]1[CH:29]=[CH:28][C:25]([CH2:26][NH:27][C:2]2[CH:11]=[CH:10][C:9]3[C:4](=[CH:5][C:6]([C:16]([F:19])([F:18])[F:17])=[CH:7][C:8]=3[C:12]([F:15])([F:14])[F:13])[N:3]=2)=[CH:24][CH:23]=1.